From a dataset of Full USPTO retrosynthesis dataset with 1.9M reactions from patents (1976-2016). Predict the reactants needed to synthesize the given product. (1) The reactants are: [F:1][C:2]1[CH:7]=[CH:6][CH:5]=[CH:4][C:3]=1[CH2:8][S:9][C:10]1[N:11]=[C:12]([NH:21][C@H:22]([CH3:25])[CH2:23][OH:24])[C:13]2[S:18][C:17]([O:19]C)=[N:16][C:14]=2[N:15]=1.O.Cl. Given the product [F:1][C:2]1[CH:7]=[CH:6][CH:5]=[CH:4][C:3]=1[CH2:8][S:9][C:10]1[N:11]=[C:12]([NH:21][C@H:22]([CH3:25])[CH2:23][OH:24])[C:13]2[S:18][C:17](=[O:19])[NH:16][C:14]=2[N:15]=1, predict the reactants needed to synthesize it. (2) Given the product [C:22]([C:19]1[N:17]2[N:18]=[C:13]([C:2]3[S:28][C:27]([CH:29]4[CH2:34][CH2:33][N:32]([C:35]([O:37][C:38]([CH3:41])([CH3:40])[CH3:39])=[O:36])[CH2:31][CH2:30]4)=[N:26][C:3]=3[C:5]3[CH:10]=[CH:9][C:8]([F:11])=[CH:7][C:6]=3[F:12])[CH:14]=[CH:15][C:16]2=[N:21][N:20]=1)([CH3:25])([CH3:24])[CH3:23], predict the reactants needed to synthesize it. The reactants are: Br[CH:2]([C:13]1[CH:14]=[CH:15][C:16]2[N:17]([C:19]([C:22]([CH3:25])([CH3:24])[CH3:23])=[N:20][N:21]=2)[N:18]=1)[C:3]([C:5]1[CH:10]=[CH:9][C:8]([F:11])=[CH:7][C:6]=1[F:12])=O.[NH2:26][C:27]([CH:29]1[CH2:34][CH2:33][N:32]([C:35]([O:37][C:38]([CH3:41])([CH3:40])[CH3:39])=[O:36])[CH2:31][CH2:30]1)=[S:28].CN(C=O)C. (3) Given the product [OH:12][C:7]1[CH:8]=[C:9]2[C:4](=[CH:5][CH:6]=1)[CH:3]=[C:2]([C:21]1[CH2:26][CH2:25][N:24]([C:27]([O:29][C:30]([CH3:33])([CH3:32])[CH3:31])=[O:28])[CH2:23][CH:22]=1)[CH:11]=[CH:10]2, predict the reactants needed to synthesize it. The reactants are: Br[C:2]1[CH:3]=[C:4]2[C:9](=[CH:10][CH:11]=1)[CH:8]=[C:7]([OH:12])[CH:6]=[CH:5]2.CC1(C)C(C)(C)OB([C:21]2[CH2:22][CH2:23][N:24]([C:27]([O:29][C:30]([CH3:33])([CH3:32])[CH3:31])=[O:28])[CH2:25][CH:26]=2)O1.C(=O)([O-])[O-].[K+].[K+]. (4) Given the product [CH3:20][O:19][C:14]1[CH:15]=[CH:16][CH:17]=[CH:18][C:13]=1[C:12]1[N:6]2[C:7]([CH:8]=[N:9][C:4]([NH:26][C:27]3[CH:28]=[C:29]4[C:33](=[CH:34][CH:35]=3)[NH:32][C:31](=[O:36])[CH2:30]4)=[N:5]2)=[CH:10][CH:11]=1, predict the reactants needed to synthesize it. The reactants are: CS([C:4]1[N:9]=[CH:8][C:7]2=[CH:10][CH:11]=[C:12]([C:13]3[CH:18]=[CH:17][CH:16]=[CH:15][C:14]=3[O:19][CH3:20])[N:6]2[N:5]=1)=O.CS(O)(=O)=O.[NH2:26][C:27]1[CH:28]=[C:29]2[C:33](=[CH:34][CH:35]=1)[NH:32][C:31](=[O:36])[CH2:30]2.COCC(O)C.